From a dataset of Reaction yield outcomes from USPTO patents with 853,638 reactions. Predict the reaction yield, written as a fraction of the theoretical maximum amount of product (1.0 means a 100% yield; for example, 0.34 means a 34% yield). (1) The reactants are [CH3:1][C:2]1[CH:7]=[CH:6][C:5]([N:8]2[CH2:13][CH2:12][CH2:11][CH2:10][CH2:9]2)=[CH:4][CH:3]=1.CC(C)=O.[Br:18][CH2:19][C:20]1[CH:25]=[CH:24][C:23]([CH3:26])=[CH:22][CH:21]=1. The catalyst is C(OCC)(=O)C. The product is [Br-:18].[CH3:19][C:20]1[CH:25]=[CH:24][C:23]([CH2:26][N+:8]2([C:5]3[CH:4]=[CH:3][C:2]([CH3:1])=[CH:7][CH:6]=3)[CH2:13][CH2:12][CH2:11][CH2:10][CH2:9]2)=[CH:22][CH:21]=1. The yield is 0.830. (2) The reactants are Cl[C:2]1[CH:7]=[C:6]([C:8]2[CH:13]=[C:12]([Cl:14])[CH:11]=[CH:10][C:9]=2[CH3:15])[N:5]=[C:4]([CH3:16])[N:3]=1.[Cl:17][C:18]1[CH:24]=[CH:23][C:21]([NH2:22])=[CH:20][CH:19]=1. No catalyst specified. The product is [Cl:14][C:12]1[CH:11]=[CH:10][C:9]([CH3:15])=[C:8]([C:6]2[N:5]=[C:4]([CH3:16])[N:3]=[C:2]([NH:22][C:21]3[CH:23]=[CH:24][C:18]([Cl:17])=[CH:19][CH:20]=3)[CH:7]=2)[CH:13]=1. The yield is 0.970. (3) The reactants are [Cl:1][C:2]1[CH:7]=[CH:6][C:5]([S:8]([N:11]([CH2:18][CH3:19])[C:12]2([C:15](O)=[O:16])[CH2:14][CH2:13]2)(=[O:10])=[O:9])=[CH:4][CH:3]=1.CCOC(OC(OCC)=O)=O.[F:31][C:32]([F:49])([F:48])[O:33][C:34]1[CH:39]=[CH:38][C:37]([C:40]2[CH:45]=[C:44]([CH2:46][NH2:47])[CH:43]=[CH:42][N:41]=2)=[CH:36][CH:35]=1. The catalyst is C1COCC1. The product is [Cl:1][C:2]1[CH:3]=[CH:4][C:5]([S:8]([N:11]([CH2:18][CH3:19])[C:12]2([C:15]([NH:47][CH2:46][C:44]3[CH:43]=[CH:42][N:41]=[C:40]([C:37]4[CH:36]=[CH:35][C:34]([O:33][C:32]([F:49])([F:31])[F:48])=[CH:39][CH:38]=4)[CH:45]=3)=[O:16])[CH2:14][CH2:13]2)(=[O:10])=[O:9])=[CH:6][CH:7]=1. The yield is 0.180. (4) The reactants are [NH2:1][C:2]1[CH:7]=[CH:6][C:5]([C:8]2[C:9]3[S:16][C:15]([C:17]4[CH2:18][CH2:19][N:20]([C:23]([N:25]5[CH2:30][CH2:29][O:28][CH2:27][CH2:26]5)=[O:24])[CH2:21][CH:22]=4)=[CH:14][C:10]=3[N:11]=[CH:12][N:13]=2)=[CH:4][CH:3]=1.[CH:31]1([S:34](Cl)(=[O:36])=[O:35])[CH2:33][CH2:32]1. The catalyst is N1C=CC=CC=1. The product is [N:25]1([C:23]([N:20]2[CH2:19][CH:18]=[C:17]([C:15]3[S:16][C:9]4[C:8]([C:5]5[CH:4]=[CH:3][C:2]([NH:1][S:34]([CH:31]6[CH2:33][CH2:32]6)(=[O:36])=[O:35])=[CH:7][CH:6]=5)=[N:13][CH:12]=[N:11][C:10]=4[CH:14]=3)[CH2:22][CH2:21]2)=[O:24])[CH2:26][CH2:27][O:28][CH2:29][CH2:30]1. The yield is 0.0200. (5) The yield is 0.810. The reactants are [CH3:1][C@H:2]1[CH2:7][NH:6][C@H:5]([CH3:8])[CH2:4][N:3]1[C:9]([O:11][CH2:12][CH3:13])=[O:10].[CH2:14](Br)[CH:15]=[CH2:16].C(=O)([O-])[O-].[Na+].[Na+]. The product is [CH2:16]([N:6]1[C@H:5]([CH3:8])[CH2:4][N:3]([C:9]([O:11][CH2:12][CH3:13])=[O:10])[C@@H:2]([CH3:1])[CH2:7]1)[CH:15]=[CH2:14]. The catalyst is C(#N)C. (6) The reactants are [C:1]1([CH3:21])[CH:6]=[C:5]([CH3:7])[CH:4]=[C:3]([CH3:8])[C:2]=1[N:9](C1C=CC=CC=1)[C:10](=[O:14])[C:11]([OH:13])=O.ON1C2C=CC=CC=2N=N1.C1(N=C=NC2CCCCC2)CCCCC1.[NH2:47][C:48]1[CH:53]=[C:52]([CH3:54])[CH:51]=[C:50]([C:55]([CH3:58])([CH3:57])[CH3:56])[C:49]=1[OH:59]. The catalyst is C1COCC1. The product is [C:3]1([CH3:8])[CH:4]=[C:5]([CH3:7])[CH:6]=[C:1]([CH3:21])[C:2]=1[NH:9][C:10](=[O:14])[C:11]([NH:47][C:48]1[CH:53]=[C:52]([CH3:54])[CH:51]=[C:50]([C:55]([CH3:57])([CH3:56])[CH3:58])[C:49]=1[OH:59])=[O:13]. The yield is 0.760.